From a dataset of NCI-60 drug combinations with 297,098 pairs across 59 cell lines. Regression. Given two drug SMILES strings and cell line genomic features, predict the synergy score measuring deviation from expected non-interaction effect. (1) Drug 1: CN(C(=O)NC(C=O)C(C(C(CO)O)O)O)N=O. Drug 2: C1C(C(OC1N2C=NC(=NC2=O)N)CO)O. Cell line: KM12. Synergy scores: CSS=-13.0, Synergy_ZIP=8.16, Synergy_Bliss=-0.216, Synergy_Loewe=-47.8, Synergy_HSA=-29.2. (2) Drug 1: CC(CN1CC(=O)NC(=O)C1)N2CC(=O)NC(=O)C2. Drug 2: CC12CCC3C(C1CCC2OP(=O)(O)O)CCC4=C3C=CC(=C4)OC(=O)N(CCCl)CCCl.[Na+]. Cell line: U251. Synergy scores: CSS=21.0, Synergy_ZIP=-5.44, Synergy_Bliss=-6.43, Synergy_Loewe=-12.0, Synergy_HSA=-4.28. (3) Drug 1: C1=NC2=C(N=C(N=C2N1C3C(C(C(O3)CO)O)O)F)N. Drug 2: CC1=C(C(=O)C2=C(C1=O)N3CC4C(C3(C2COC(=O)N)OC)N4)N. Cell line: SF-539. Synergy scores: CSS=50.1, Synergy_ZIP=9.13, Synergy_Bliss=3.10, Synergy_Loewe=-1.36, Synergy_HSA=6.24. (4) Drug 1: CC(C)(C1=NC(=CC=C1)N2C3=NC(=NC=C3C(=O)N2CC=C)NC4=CC=C(C=C4)N5CCN(CC5)C)O. Drug 2: C1=CC(=C(C=C1I)F)NC2=C(C=CC(=C2F)F)C(=O)NOCC(CO)O. Cell line: NCIH23. Synergy scores: CSS=77.0, Synergy_ZIP=3.56, Synergy_Bliss=2.67, Synergy_Loewe=5.52, Synergy_HSA=9.04. (5) Drug 1: C1C(C(OC1N2C=NC3=C(N=C(N=C32)Cl)N)CO)O. Drug 2: CNC(=O)C1=NC=CC(=C1)OC2=CC=C(C=C2)NC(=O)NC3=CC(=C(C=C3)Cl)C(F)(F)F. Cell line: UO-31. Synergy scores: CSS=32.1, Synergy_ZIP=0.121, Synergy_Bliss=2.31, Synergy_Loewe=0.850, Synergy_HSA=0.859.